This data is from Catalyst prediction with 721,799 reactions and 888 catalyst types from USPTO. The task is: Predict which catalyst facilitates the given reaction. (1) Reactant: C(O[C:6](=[O:20])[N:7]([CH2:12][C:13]1[CH:18]=[CH:17][C:16](Br)=[CH:15][CH:14]=1)[CH2:8][CH2:9][CH2:10][F:11])(C)(C)C.[Li]C[CH2:23][CH2:24][CH3:25].[CH3:26]CCCCC.[B:32](OC)([O:35]C)[O:33]C.Cl. Product: [C:24]([C:6]([N:7]([CH2:12][C:13]1[CH:14]=[CH:15][C:16]([B:32]([OH:35])[OH:33])=[CH:17][CH:18]=1)[CH2:8][CH2:9][CH2:10][F:11])=[O:20])([CH3:23])([CH3:25])[CH3:26]. The catalyst class is: 20. (2) Reactant: Cl[CH2:2][CH2:3][C:4](Cl)=[O:5].[NH:7]1[C:15]2[C:10](=[CH:11][CH:12]=[CH:13][CH:14]=2)[CH2:9][CH2:8]1.Cl.[Al+3].[Cl-].[Cl-].[Cl-].[Na+].[Cl-]. Product: [CH2:9]1[C:10]2=[C:15]3[C:14](=[CH:13][CH:12]=[CH:11]2)[CH2:2][CH2:3][C:4](=[O:5])[N:7]3[CH2:8]1. The catalyst class is: 95. (3) Reactant: C[O:2][C:3](=[O:27])[CH2:4][CH2:5][CH2:6][CH2:7][CH2:8][S:9]([C:11]1[CH:16]=[CH:15][C:14]([N:17]([CH2:19][C:20]2[CH:25]=[CH:24][C:23]([Cl:26])=[CH:22][CH:21]=2)[CH3:18])=[CH:13][CH:12]=1)=[O:10].NO.[OH-].[K+].CO. Product: [Cl:26][C:23]1[CH:24]=[CH:25][C:20]([CH2:19][N:17]([CH3:18])[C:14]2[CH:13]=[CH:12][C:11]([S:9]([CH2:8][CH2:7][CH2:6][CH2:5][CH2:4][C:3]([OH:27])=[O:2])=[O:10])=[CH:16][CH:15]=2)=[CH:21][CH:22]=1. The catalyst class is: 1.